Dataset: Reaction yield outcomes from USPTO patents with 853,638 reactions. Task: Predict the reaction yield, written as a fraction of the theoretical maximum amount of product (1.0 means a 100% yield; for example, 0.34 means a 34% yield). (1) The reactants are Br[C:2]1[CH:3]=[C:4]2[C:9](=[CH:10][CH:11]=1)[C:8](=[O:12])[N:7]([CH2:13][CH:14]=[O:15])[CH2:6][CH2:5]2.C(N1CCC2C(=CC=C([F:29])C=2)C1=O)C=C. No catalyst specified. The product is [F:29][C:2]1[CH:3]=[C:4]2[C:9](=[CH:10][CH:11]=1)[C:8](=[O:12])[N:7]([CH2:13][CH:14]=[O:15])[CH2:6][CH2:5]2. The yield is 0.730. (2) The reactants are [CH3:1]OB1C2CCCC1CCC2.C[Li].[CH3:14][O:15][C:16]([C:18]1[C:19]([NH2:29])=[C:20]([Cl:28])[CH:21]=[C:22]2[C:26]=1[NH:25][N:24]=[C:23]2Br)=[O:17]. The catalyst is O1CCCC1.C(OCC)C.C1C=CC(P(C2C=CC=CC=2)C2C=CC=CC=2)=CC=1.C1C=CC(P(C2C=CC=CC=2)C2C=CC=CC=2)=CC=1.[Cl-].[Cl-].[Pd+2]. The product is [CH3:14][O:15][C:16]([C:18]1[C:19]([NH2:29])=[C:20]([Cl:28])[CH:21]=[C:22]2[C:26]=1[NH:25][N:24]=[C:23]2[CH3:1])=[O:17]. The yield is 0.660.